Dataset: Catalyst prediction with 721,799 reactions and 888 catalyst types from USPTO. Task: Predict which catalyst facilitates the given reaction. (1) Reactant: [CH3:1][CH2:2][N:3]([CH2:6][C:7]([NH:9][C:10]1[C:11]([CH3:17])=[CH:12][CH:13]=[CH:14][C:15]=1[CH3:16])=[O:8])[CH2:4][CH3:5].[C:18]([OH:23])(=[O:22])[CH:19]([CH3:21])[OH:20]. Product: [CH3:5][CH2:4][N:3]([CH2:6][C:7]([NH:9][C:10]1[C:15]([CH3:16])=[CH:14][CH:13]=[CH:12][C:11]=1[CH3:17])=[O:8])[CH2:2][CH3:1].[C:18]([OH:23])(=[O:22])[CH:19]([CH3:21])[OH:20]. The catalyst class is: 11. (2) Reactant: [C:1]1([CH3:15])[CH:6]=[C:5]([CH3:7])[CH:4]=[C:3]([CH3:8])[C:2]=1[S:9][CH2:10][C:11](OC)=[O:12].O.[NH2:17][NH2:18]. Product: [C:1]1([CH3:15])[CH:6]=[C:5]([CH3:7])[CH:4]=[C:3]([CH3:8])[C:2]=1[S:9][CH2:10][C:11]([NH:17][NH2:18])=[O:12]. The catalyst class is: 14. (3) Reactant: [Cl:1][C:2]1[CH:10]=[CH:9][C:5]([C:6](O)=O)=[CH:4][C:3]=1[S:11](=[O:14])(=[O:13])[NH2:12].[NH2:15][NH:16][C:17]([NH2:19])=[S:18].O=P(Cl)(Cl)Cl.[NH4+].[OH-]. Product: [Cl:1][C:2]1[CH:10]=[CH:9][C:5]([C:6]2[S:18][C:17]([NH:19][CH:2]3[CH2:10][CH2:9][CH2:5][CH2:4][CH2:3]3)=[N:16][N:15]=2)=[CH:4][C:3]=1[S:11]([NH2:12])(=[O:14])=[O:13]. The catalyst class is: 12. (4) Reactant: CC(O)C.[CH2:5]([P:9]([CH2:12][CH:13]([CH3:15])[CH3:14])(=[S:11])[SH:10])[CH:6]([CH3:8])[CH3:7].[OH-].[CH2:17]([N+:21]([CH2:30][CH2:31][CH2:32][CH3:33])([CH2:26][CH2:27][CH2:28][CH3:29])[CH2:22][CH2:23][CH2:24][CH3:25])[CH2:18][CH2:19][CH3:20].CCCCCC. Product: [CH2:5]([P:9]([CH2:12][CH:13]([CH3:15])[CH3:14])(=[S:10])[S-:11])[CH:6]([CH3:8])[CH3:7].[CH2:30]([N+:21]([CH2:17][CH2:18][CH2:19][CH3:20])([CH2:22][CH2:23][CH2:24][CH3:25])[CH2:26][CH2:27][CH2:28][CH3:29])[CH2:31][CH2:32][CH3:33]. The catalyst class is: 6. (5) Reactant: [CH2:1]1[C:9]2[C:4](=[CH:5][CH:6]=[CH:7][CH:8]=2)[CH2:3][CH:2]1[C:10]([OH:12])=[O:11].S(=O)(=O)(O)O.[N+:18]([O-])([OH:20])=[O:19]. Product: [N+:18]([C:6]1[CH:5]=[C:4]2[C:9](=[CH:8][CH:7]=1)[CH2:1][CH:2]([C:10]([OH:12])=[O:11])[CH2:3]2)([O-:20])=[O:19]. The catalyst class is: 28. (6) Reactant: [CH2:1]([O:3][C:4]1[C:29]([CH2:30][CH3:31])=[CH:28][C:7]2[NH:8][C:9]([C:11]3[C:15]([NH:16][C:17]([CH:19]4[CH2:21][CH2:20]4)=[O:18])=[CH:14][N:13](C4CCCCO4)[N:12]=3)=[N:10][C:6]=2[CH:5]=1)[CH3:2].O.C1(C)C=CC(S(O)(=O)=O)=CC=1.C(=O)(O)[O-].[Na+]. Product: [CH2:1]([O:3][C:4]1[C:29]([CH2:30][CH3:31])=[CH:28][C:7]2[NH:8][C:9]([C:11]3[C:15]([NH:16][C:17]([CH:19]4[CH2:20][CH2:21]4)=[O:18])=[CH:14][NH:13][N:12]=3)=[N:10][C:6]=2[CH:5]=1)[CH3:2]. The catalyst class is: 8. (7) Reactant: [CH3:1][O:2][C:3]1[CH:4]=[C:5]2[C:10](=[CH:11][CH:12]=1)[C:9](=[O:13])[N:8]([C:14]1[CH:21]=[CH:20][C:17]([CH:18]=[O:19])=[CH:16][CH:15]=1)[CH:7]=[CH:6]2.[Br:22]N1C(=O)CCC1=O. Product: [Br:22][C:6]1[C:5]2[C:10](=[CH:11][CH:12]=[C:3]([O:2][CH3:1])[CH:4]=2)[C:9](=[O:13])[N:8]([C:14]2[CH:21]=[CH:20][C:17]([CH:18]=[O:19])=[CH:16][CH:15]=2)[CH:7]=1. The catalyst class is: 10. (8) Reactant: Cl.C(N=C=NCCCN(C)C)C.[CH:13]1[CH:14]=[CH:15][C:16]([NH:23][C:24]2[C:25]([Cl:31])=[CH:26][CH:27]=[CH:28][C:29]=2[Cl:30])=[C:17]([CH2:19][C:20]([OH:22])=[O:21])[CH:18]=1.[C:32]1([C:38]2[N:39]([CH2:43][CH2:44][O:45][CH2:46][CH2:47]O)[CH:40]=[CH:41][N:42]=2)[CH:37]=[CH:36][CH:35]=[CH:34][CH:33]=1. Product: [Cl:31][C:25]1[CH:26]=[CH:27][CH:28]=[C:29]([Cl:30])[C:24]=1[NH:23][C:16]1[CH:15]=[CH:14][CH:13]=[CH:18][C:17]=1[CH2:19][C:20]([O:22][CH2:47][CH2:46][O:45][CH2:44][CH2:43][N:39]1[CH:40]=[CH:41][N:42]=[C:38]1[C:32]1[CH:37]=[CH:36][CH:35]=[CH:34][CH:33]=1)=[O:21]. The catalyst class is: 367. (9) Reactant: C1C(=O)N([Br:8])C(=O)C1.C1(P(C2C=CC=CC=2)C2C=CC=CC=2)C=CC=CC=1.N1C=CC=CC=1.[CH2:34]([O:36][C:37](=[O:43])[CH:38]([CH3:42])[CH2:39][CH2:40]O)[CH3:35]. Product: [CH2:34]([O:36][C:37](=[O:43])[CH:38]([CH3:42])[CH2:39][CH2:40][Br:8])[CH3:35]. The catalyst class is: 2.